From a dataset of Reaction yield outcomes from USPTO patents with 853,638 reactions. Predict the reaction yield, written as a fraction of the theoretical maximum amount of product (1.0 means a 100% yield; for example, 0.34 means a 34% yield). (1) The reactants are [CH3:1][N:2]1[C:6](SC)=[N:5][N:4]=[C:3]1[C:9]1[CH:14]=[CH:13][N:12]=[CH:11][CH:10]=1.[O-][Mn](=O)(=O)=O.[K+].[S:21]([O-:24])(O)=[O:22].[Na+].[C:26](O)(=O)C. The catalyst is O. The product is [CH3:26][S:21]([C:6]1[N:2]([CH3:1])[C:3]([C:9]2[CH:14]=[CH:13][N:12]=[CH:11][CH:10]=2)=[N:4][N:5]=1)(=[O:24])=[O:22]. The yield is 0.870. (2) The reactants are S([O:8][S:9]([C:12]([F:15])([F:14])[F:13])(=[O:11])=[O:10])(C(F)(F)F)(=O)=O.[F:16][C:17]1[CH:18]=[C:19](/[CH:24]=[CH:25]/[C:26]([O:28][CH3:29])=[O:27])[CH:20]=[CH:21][C:22]=1O.C(N(C(C)C)CC)(C)C.Cl. The catalyst is ClCCl.O. The product is [F:16][C:17]1[CH:18]=[C:19](/[CH:24]=[CH:25]/[C:26]([O:28][CH3:29])=[O:27])[CH:20]=[CH:21][C:22]=1[O:8][S:9]([C:12]([F:13])([F:14])[F:15])(=[O:10])=[O:11]. The yield is 1.00.